From a dataset of Full USPTO retrosynthesis dataset with 1.9M reactions from patents (1976-2016). Predict the reactants needed to synthesize the given product. The reactants are: [Br:1][C:2]1[CH:3]=[C:4]2[NH:10][N:9]=[CH:8][C:5]2=[N:6][CH:7]=1.[C:11](=O)([O-])[O-].[Cs+].[Cs+].IC. Given the product [Br:1][C:2]1[CH:3]=[C:4]2[N:10]([CH3:11])[N:9]=[CH:8][C:5]2=[N:6][CH:7]=1, predict the reactants needed to synthesize it.